This data is from Drug-target binding data from BindingDB using Ki measurements. The task is: Regression. Given a target protein amino acid sequence and a drug SMILES string, predict the binding affinity score between them. We predict pKi (pKi = -log10(Ki in M); higher means stronger inhibition). Dataset: bindingdb_ki. The pKi is 5.6. The drug is CCOC(=O)N1CCC(c2ccccc2)(c2nccn2Cc2ccccc2)CC1. The target protein (P35372) has sequence MDSSAAPTNASNCTDALAYSSCSPAPSPGSWVNLSHLDGNLSDPCGPNRTDLGGRDSLCPPTGSPSMITAITIMALYSIVCVVGLFGNFLVMYVIVRYTKMKTATNIYIFNLALADALATSTLPFQSVNYLMGTWPFGTILCKIVISIDYYNMFTSIFTLCTMSVDRYIAVCHPVKALDFRTPRNAKIINVCNWILSSAIGLPVMFMATTKYRQGSIDCTLTFSHPTWYWENLLKICVFIFAFIMPVLIITVCYGLMILRLKSVRMLSGSKEKDRNLRRITRMVLVVVAVFIVCWTPIHIYVIIKALVTIPETTFQTVSWHFCIALGYTNSCLNPVLYAFLDENFKRCFREFCIPTSSNIEQQNSTRIRQNTRDHPSTANTVDRTNHQLENLEAETAPLP.